From a dataset of Experimentally validated miRNA-target interactions with 360,000+ pairs, plus equal number of negative samples. Binary Classification. Given a miRNA mature sequence and a target amino acid sequence, predict their likelihood of interaction. (1) The miRNA is cel-miR-2209a-3p with sequence AGAGAUCAGCGGUUACACUACA. The protein sequence of the target gene is MPPKAPRRAAAAEPPPPPPPPPREDDPAQDSGPEELPLARLEFEEIEEPEFIALCQKLKVPDHVRERAWLTWEKVSSVDGILEGYIQKKKELWGICIFIAAVDLDEMPFTFTELQKSIETSVYKFFDLLKEIDTSTKVDNAMSRLLKKYNVLCALYSKLERTCELIYLTQPSSALSTEINSMLVLKISWITFLLAKGEVLQMEDDLVISFQLMLCVVDYFIKFSPPALLREPYKTAAIPINGSPRTPRRGQNRSARIAKQLENDTRIIEVLCKEHECNIDEVKNVYFKNFIPFINSLGIV.... Result: 0 (no interaction). (2) The miRNA is hsa-miR-6758-3p with sequence ACUCAUUCUCCUCUGUCCAG. The protein sequence of the target gene is MLMAGQRGAWTMGDVVEKSLEGPLAPSTDEPSQKTGDLVEILNGEKVKFDDAGLSLILQNGLETLRMENALTDVILCVDIQEFSCHRVVLAAASNYFRAMFCNDLKEKYEKRIIIKGVDAETMHTLLDYTYTSKALITKQNVQRVLEAANLFQFLRMVDACASFLTEALNPENCVGILRLADTHSLDSLKKQVQSYIIQNFVQILNSEEFLDLPVDTLHHILKSDDLYVTEEAQVFETVMSWVRHKPSERLCLLPYVLENVRLPLLDPWYFVETVEADPLIRQCPEVFPLLQEARMYHLS.... Result: 0 (no interaction).